From a dataset of Reaction yield outcomes from USPTO patents with 853,638 reactions. Predict the reaction yield, written as a fraction of the theoretical maximum amount of product (1.0 means a 100% yield; for example, 0.34 means a 34% yield). The reactants are S(=O)(=O)(O)N.[Cl:6][C:7]1[CH:8]=[C:9]([CH:12]=[C:13]([CH3:16])[C:14]=1[OH:15])[CH:10]=[O:11].Cl([O-])=[O:18].[Na+]. The catalyst is O.C(O)(C)(C)C. The product is [Cl:6][C:7]1[CH:8]=[C:9]([CH:12]=[C:13]([CH3:16])[C:14]=1[OH:15])[C:10]([OH:18])=[O:11]. The yield is 0.520.